From a dataset of Full USPTO retrosynthesis dataset with 1.9M reactions from patents (1976-2016). Predict the reactants needed to synthesize the given product. (1) Given the product [CH:26]1([CH2:25][N:15]([C:16]2[CH:21]=[CH:20][C:19]([F:22])=[C:18]([F:23])[C:17]=2[F:24])[C:13](=[O:14])[NH:12][C:10]2[S:11][C:7]([S:6][CH2:5][C:4]([OH:31])=[O:3])=[CH:8][N:9]=2)[CH2:30][CH2:29][CH2:28][CH2:27]1, predict the reactants needed to synthesize it. The reactants are: C([O:3][C:4](=[O:31])[CH2:5][S:6][C:7]1[S:11][C:10]([NH:12][C:13]([N:15]([CH2:25][CH:26]2[CH2:30][CH2:29][CH2:28][CH2:27]2)[C:16]2[CH:21]=[CH:20][C:19]([F:22])=[C:18]([F:23])[C:17]=2[F:24])=[O:14])=[N:9][CH:8]=1)C.C1(CN(C2C=CC(S(C)(=O)=O)=CC=2)C(=O)NC2SC=C(CC(O)=O)N=2)CCCC1.C1(CNC2C=CC(F)=C(F)C=2F)CCCC1.C(OC(=O)CSC1SC(N)=NC=1)C. (2) Given the product [OH:4][CH2:3][C:2]([NH:1][S:13]([C:11]1[S:12][C:8]([Cl:7])=[C:9]([N+:17]([O-:19])=[O:18])[CH:10]=1)(=[O:15])=[O:14])([CH3:6])[CH3:5], predict the reactants needed to synthesize it. The reactants are: [NH2:1][C:2]([CH3:6])([CH3:5])[CH2:3][OH:4].[Cl:7][C:8]1[S:12][C:11]([S:13](Cl)(=[O:15])=[O:14])=[CH:10][C:9]=1[N+:17]([O-:19])=[O:18].C(N(CC)CC)C.O. (3) Given the product [CH3:16][O:15][C:11](=[O:14])[CH2:12][CH2:13][C:8]([C:4]1[CH:5]=[CH:6][CH:7]=[C:2]([Cl:1])[CH:3]=1)([C:9]#[N:10])[CH2:13][CH2:12][C:11]([O:15][CH3:16])=[O:14], predict the reactants needed to synthesize it. The reactants are: [Cl:1][C:2]1[CH:3]=[C:4]([CH2:8][C:9]#[N:10])[CH:5]=[CH:6][CH:7]=1.[C:11]([O:15][CH3:16])(=[O:14])[CH:12]=[CH2:13]. (4) Given the product [C:4]([O:3][C:1](=[O:2])[NH:8][C@@H:9]([C:17]1[O:19][N:38]=[C:35]([CH3:36])[N:37]=1)[CH2:10][C:11]1[CH:12]=[CH:13][CH:14]=[CH:15][CH:16]=1)([CH3:5])([CH3:6])[CH3:7], predict the reactants needed to synthesize it. The reactants are: [C:1]([NH:8][C@H:9]([C:17]([OH:19])=O)[CH2:10][C:11]1[CH:16]=[CH:15][CH:14]=[CH:13][CH:12]=1)([O:3][C:4]([CH3:7])([CH3:6])[CH3:5])=[O:2].C1CCC(N=C=NC2CCCCC2)CC1.[C:35](=[N:38]O)([NH2:37])[CH3:36].N1C=CC=CC=1.